Predict which catalyst facilitates the given reaction. From a dataset of Catalyst prediction with 721,799 reactions and 888 catalyst types from USPTO. (1) Reactant: [NH2:1][C:2]1[N:7]=[C:6]([S:8]([CH3:10])=O)[C:5]([C:11]#[N:12])=[C:4]([C:13]2[CH:18]=[CH:17][CH:16]=[CH:15][CH:14]=2)[N:3]=1.SC[CH2:21][C:22]1[CH:27]=[CH:26][CH:25]=[CH:24][N:23]=1.C1CCN2C(=NCCC2)CC1. Product: [NH2:1][C:2]1[N:3]=[C:4]([C:13]2[CH:18]=[CH:17][CH:16]=[CH:15][CH:14]=2)[C:5]([C:11]#[N:12])=[C:6]([S:8][CH2:10][CH2:21][C:22]2[CH:27]=[CH:26][CH:25]=[CH:24][N:23]=2)[N:7]=1. The catalyst class is: 57. (2) Reactant: [OH:1][CH2:2][C:3]1[CH:8]=[CH:7][N:6]=[C:5]2[C:9](I)=[C:10]([C:12]3[CH:17]=[CH:16][N:15]=[C:14]([NH:18][C:19](=[O:21])[CH3:20])[CH:13]=3)[NH:11][C:4]=12.[CH3:23][O:24][C:25]1[N:30]=[CH:29][C:28](B(O)O)=[CH:27][CH:26]=1.C([O-])([O-])=O.[Na+].[Na+]. Product: [OH:1][CH2:2][C:3]1[CH:8]=[CH:7][N:6]=[C:5]2[C:9]([C:28]3[CH:29]=[N:30][C:25]([O:24][CH3:23])=[CH:26][CH:27]=3)=[C:10]([C:12]3[CH:17]=[CH:16][N:15]=[C:14]([NH:18][C:19](=[O:21])[CH3:20])[CH:13]=3)[NH:11][C:4]=12. The catalyst class is: 75. (3) Reactant: Cl.C(=[N:15][C:16]1[CH:17]=[C:18]([C:22]2([CH3:32])[N:27]=[C:26]([NH2:28])[CH2:25][N:24]3[N:29]=[CH:30][CH:31]=[C:23]23)[CH:19]=[CH:20][CH:21]=1)(C1C=CC=CC=1)C1C=CC=CC=1.CCOCC. Product: [NH2:15][C:16]1[CH:17]=[C:18]([C:22]2([CH3:32])[N:27]=[C:26]([NH2:28])[CH2:25][N:24]3[N:29]=[CH:30][CH:31]=[C:23]23)[CH:19]=[CH:20][CH:21]=1. The catalyst class is: 657. (4) Reactant: [OH:1][C:2]1[CH:7]=[CH:6][C:5]([CH2:8][CH2:9][C:10]([NH:12][C@H:13]2[CH2:18][CH2:17][C@H:16]([C:19]3[CH:24]=[CH:23][CH:22]=[CH:21][CH:20]=3)[CH2:15][CH2:14]2)=O)=[CH:4][CH:3]=1.CC(C[AlH]CC(C)C)C. Product: [NH4+:12].[OH-:1].[C:19]1([C@H:16]2[CH2:15][CH2:14][C@H:13]([NH:12][CH2:10][CH2:9][CH2:8][C:5]3[CH:4]=[CH:3][C:2]([OH:1])=[CH:7][CH:6]=3)[CH2:18][CH2:17]2)[CH:24]=[CH:23][CH:22]=[CH:21][CH:20]=1. The catalyst class is: 11. (5) Reactant: [C:1]([C:3]1[CH:8]=[CH:7][C:6]([N:9]2[C:13]([CH2:14][N:15]3[CH2:20][CH2:19][N:18](C(OC(C)(C)C)=O)[CH2:17][CH2:16]3)=[N:12][N:11]=[N:10]2)=[CH:5][C:4]=1[C:28]([F:31])([F:30])[F:29])#[N:2].Cl.O1CCOCC1. Product: [N:15]1([CH2:14][C:13]2[N:9]([C:6]3[CH:7]=[CH:8][C:3]([C:1]#[N:2])=[C:4]([C:28]([F:31])([F:29])[F:30])[CH:5]=3)[N:10]=[N:11][N:12]=2)[CH2:16][CH2:17][NH:18][CH2:19][CH2:20]1. The catalyst class is: 5.